This data is from Full USPTO retrosynthesis dataset with 1.9M reactions from patents (1976-2016). The task is: Predict the reactants needed to synthesize the given product. (1) Given the product [C:1]([N:4]1[C:13]2[C:8](=[CH:9][C:10]([C:14]([F:23])([C:19]([F:20])([F:21])[F:22])[C:15]([F:17])([F:18])[F:16])=[CH:11][CH:12]=2)[CH2:7][N:6]([NH:24][CH2:25][C:26]2[CH:27]=[N:28][CH:29]=[CH:30][CH:31]=2)[C:5]1=[O:32])(=[O:3])[CH3:2], predict the reactants needed to synthesize it. The reactants are: [C:1]([N:4]1[C:13]2[C:8](=[CH:9][C:10]([C:14]([F:23])([C:19]([F:22])([F:21])[F:20])[C:15]([F:18])([F:17])[F:16])=[CH:11][CH:12]=2)[CH2:7][N:6]([N:24]=[CH:25][C:26]2[CH:27]=[N:28][CH:29]=[CH:30][CH:31]=2)[C:5]1=[O:32])(=[O:3])[CH3:2].S(=O)(=O)(O)O. (2) The reactants are: [CH2:1]([O:8][C:9]1[CH:14]=[CH:13][C:12]([CH:15]2[CH2:24][CH2:23][C:18]3([CH2:21][C:20](=O)[CH2:19]3)[CH2:17][CH2:16]2)=[CH:11][CH:10]=1)[C:2]1[CH:7]=[CH:6][CH:5]=[CH:4][CH:3]=1.C1(C)C(S([CH2:34][N+:35]#[C-])(=O)=O)=CC=CC=1.CC([O-])(C)C.[K+].O. Given the product [CH2:1]([O:8][C:9]1[CH:14]=[CH:13][C:12]([CH:15]2[CH2:24][CH2:23][C:18]3([CH2:21][CH:20]([C:34]#[N:35])[CH2:19]3)[CH2:17][CH2:16]2)=[CH:11][CH:10]=1)[C:2]1[CH:7]=[CH:6][CH:5]=[CH:4][CH:3]=1, predict the reactants needed to synthesize it.